This data is from Full USPTO retrosynthesis dataset with 1.9M reactions from patents (1976-2016). The task is: Predict the reactants needed to synthesize the given product. The reactants are: [N+](CC)([O-])=O.ClCCC[N:10]1[C:18]2[C:13](=[CH:14][C:15](C=O)=[CH:16][CH:17]=2)[CH2:12][CH2:11]1.C([O-])(=O)C.[NH4+].O. Given the product [NH:10]1[C:18]2[C:13](=[CH:14][CH:15]=[CH:16][CH:17]=2)[CH2:12][CH2:11]1, predict the reactants needed to synthesize it.